From a dataset of Forward reaction prediction with 1.9M reactions from USPTO patents (1976-2016). Predict the product of the given reaction. (1) Given the reactants CC1(C)C[O:5][C:4]([C:7]2[CH:8]=[C:9]3[C:14](=[CH:15][CH:16]=2)[N:13]=[CH:12][CH:11]=[C:10]3[CH2:17][C:18]2[CH:23]=[CH:22][C:21]([C:24]3[CH:29]=[CH:28][CH:27]=[CH:26][CH:25]=3)=[CH:20][CH:19]=2)=N1.Cl.[OH-:32].[Na+], predict the reaction product. The product is: [C:24]1([C:21]2[CH:20]=[CH:19][C:18]([CH2:17][C:10]3[C:9]4[C:14](=[CH:15][CH:16]=[C:7]([C:4]([OH:5])=[O:32])[CH:8]=4)[N:13]=[CH:12][CH:11]=3)=[CH:23][CH:22]=2)[CH:25]=[CH:26][CH:27]=[CH:28][CH:29]=1. (2) Given the reactants [Cl:1][C:2]1[CH:3]=[N:4][C:5]([N:11]2[CH2:14][CH:13]([O:15][C:16]3[CH:21]=[CH:20][CH:19]=[C:18]([F:22])[CH:17]=3)[CH2:12]2)=[C:6]([CH:10]=1)[C:7](O)=[O:8].Cl.[NH2:24][C@H:25]([C:27]1[CH:36]=[CH:35][C:30]([C:31]([O:33][CH3:34])=[O:32])=[CH:29][CH:28]=1)[CH3:26], predict the reaction product. The product is: [Cl:1][C:2]1[CH:3]=[N:4][C:5]([N:11]2[CH2:12][CH:13]([O:15][C:16]3[CH:21]=[CH:20][CH:19]=[C:18]([F:22])[CH:17]=3)[CH2:14]2)=[C:6]([CH:10]=1)[C:7]([NH:24][C@H:25]([C:27]1[CH:36]=[CH:35][C:30]([C:31]([O:33][CH3:34])=[O:32])=[CH:29][CH:28]=1)[CH3:26])=[O:8]. (3) Given the reactants C(O[C:6](=O)[N:7]([C@@H:9]([CH3:44])[C:10]([NH:12][C@@H:13]([CH:38]1[CH2:43][CH2:42][O:41][CH2:40][CH2:39]1)[C:14]([N:16]1[C@H:21]([C:22](=[O:34])[NH:23][C@H:24]2[C:32]3[C:27](=[CH:28][CH:29]=[CH:30][CH:31]=3)[CH2:26][C@@H:25]2[F:33])[CH2:20][N:19]2[CH2:35][CH2:36][CH2:37][C@@H:18]2[CH2:17]1)=[O:15])=[O:11])C)(C)(C)C.C(OCC)(=O)C.[ClH:52], predict the reaction product. The product is: [ClH:52].[ClH:52].[F:33][C@H:25]1[CH2:26][C:27]2[C:32](=[CH:31][CH:30]=[CH:29][CH:28]=2)[C@@H:24]1[NH:23][C:22]([C@@H:21]1[CH2:20][N:19]2[CH2:35][CH2:36][CH2:37][C@@H:18]2[CH2:17][N:16]1[C:14](=[O:15])[C@@H:13]([NH:12][C:10](=[O:11])[C@H:9]([CH3:44])[NH:7][CH3:6])[CH:38]1[CH2:43][CH2:42][O:41][CH2:40][CH2:39]1)=[O:34].